This data is from Forward reaction prediction with 1.9M reactions from USPTO patents (1976-2016). The task is: Predict the product of the given reaction. Given the reactants [CH3:1][O:2][C:3]1[CH:8]=[CH:7][NH:6][C:5](=[O:9])[CH:4]=1.C([Li:14])CCC.[C:15](=[O:17])=[O:16], predict the reaction product. The product is: [Li+:14].[Li+:14].[OH:9][C:5]1[N:6]=[CH:7][CH:8]=[C:3]([O:2][CH3:1])[C:4]=1[C:15]([O-:17])=[O:16].[OH:9][C:5]1[N:6]=[CH:7][CH:8]=[C:3]([O:2][CH3:1])[C:4]=1[C:15]([O-:17])=[O:16].